From a dataset of Peptide-MHC class II binding affinity with 134,281 pairs from IEDB. Regression. Given a peptide amino acid sequence and an MHC pseudo amino acid sequence, predict their binding affinity value. This is MHC class II binding data. (1) The peptide sequence is FMRFFTLGSITAQPV. The MHC is DRB1_0701 with pseudo-sequence DRB1_0701. The binding affinity (normalized) is 0.653. (2) The peptide sequence is ERSLWIIFSKNLNIK. The MHC is DRB1_1602 with pseudo-sequence DRB1_1602. The binding affinity (normalized) is 0.702. (3) The peptide sequence is VFGYRKPLDNIKDNV. The MHC is HLA-DPA10103-DPB10401 with pseudo-sequence HLA-DPA10103-DPB10401. The binding affinity (normalized) is 0.131. (4) The peptide sequence is ASVGKMIDGIGRFYI. The MHC is DRB1_0802 with pseudo-sequence DRB1_0802. The binding affinity (normalized) is 0.343. (5) The peptide sequence is RMGLAFESTKSTSSPK. The MHC is H-2-IAb with pseudo-sequence H-2-IAb. The binding affinity (normalized) is 0.399. (6) The peptide sequence is EPIAAYHFDLSGKAF. The MHC is DRB5_0101 with pseudo-sequence DRB5_0101. The binding affinity (normalized) is 0.587. (7) The peptide sequence is GFLYIKEVYSGVSAC. The MHC is DRB1_0101 with pseudo-sequence DRB1_0101. The binding affinity (normalized) is 0.825. (8) The peptide sequence is AELMILIATNLLGQN. The MHC is HLA-DQA10201-DQB10202 with pseudo-sequence HLA-DQA10201-DQB10202. The binding affinity (normalized) is 0.221. (9) The peptide sequence is YVYEPFPKEVWEQIF. The MHC is DRB1_0405 with pseudo-sequence DRB1_0405. The binding affinity (normalized) is 0.203. (10) The peptide sequence is EDLVRAYHAMSSTHE. The MHC is DRB1_0101 with pseudo-sequence DRB1_0101. The binding affinity (normalized) is 0.589.